From a dataset of Reaction yield outcomes from USPTO patents with 853,638 reactions. Predict the reaction yield, written as a fraction of the theoretical maximum amount of product (1.0 means a 100% yield; for example, 0.34 means a 34% yield). (1) The reactants are C[O:2][C:3](=O)[C:4]1[CH:9]=[CH:8][C:7]([F:10])=[C:6]([CH3:11])[C:5]=1[F:12].[H-].[Al+3].[Li+].[H-].[H-].[H-]. The catalyst is O1CCCC1. The product is [F:12][C:5]1[C:6]([CH3:11])=[C:7]([F:10])[CH:8]=[CH:9][C:4]=1[CH2:3][OH:2]. The yield is 1.00. (2) The reactants are [C:1]([OH:7])(=[O:6])[CH2:2][C:3]([OH:5])=[O:4].[Cl:8][C:9]1[CH:14]=[C:13]([Cl:15])[CH:12]=[C:11]([Cl:16])[C:10]=1O.P(Cl)(Cl)(Cl)=O. No catalyst specified. The product is [Cl:8][C:9]1[CH:14]=[C:13]([Cl:15])[CH:12]=[C:11]([Cl:16])[C:10]=1[O:4][C:3](=[O:5])[CH2:2][C:1]([O:7][C:10]1[C:9]([Cl:8])=[CH:14][C:13]([Cl:15])=[CH:12][C:11]=1[Cl:16])=[O:6]. The yield is 1.00. (3) The reactants are [OH:1][C:2]1[CH:10]=[CH:9][C:5]([C:6]([OH:8])=O)=[CH:4][CH:3]=1.[NH:11]1[CH2:16][CH2:15][CH2:14][C@@H:13]2[C:17]3[CH:18]=[CH:19][CH:20]=[CH:21][C:22]=3[CH2:23][C@H:12]12.F[P-](F)(F)(F)(F)F.N1(OC(N(C)C)=[N+](C)C)C2N=CC=CC=2N=N1. No catalyst specified. The product is [N:11]1([C:6]([C:5]2[CH:4]=[CH:3][C:2]([OH:1])=[CH:10][CH:9]=2)=[O:8])[CH2:16][CH2:15][CH2:14][C@@H:13]2[C:17]3[CH:18]=[CH:19][CH:20]=[CH:21][C:22]=3[CH2:23][C@H:12]12. The yield is 0.250. (4) The reactants are [CH3:1][O:2][C:3]1[C:8]([N:9]2[CH2:17][C@@H:16]3[C@@H:11]([CH2:12][CH2:13][CH2:14][NH:15]3)[CH2:10]2)=[C:7]([F:18])[CH:6]=[C:5]2[C:19]([C:21]([C:27]([OH:29])=[O:28])=[CH:22][N:23]([CH:24]3[CH2:26][CH2:25]3)[C:4]=12)=[O:20].[CH3:30][C:31]([O:34][C:35](O[C:35]([O:34][C:31]([CH3:33])([CH3:32])[CH3:30])=[O:36])=[O:36])([CH3:33])[CH3:32].[OH-].[Na+]. The catalyst is C1COCC1. The product is [C:31]([O:34][C:35]([N:15]1[CH2:14][CH2:13][CH2:12][C@H:11]2[CH2:10][N:9]([C:8]3[C:3]([O:2][CH3:1])=[C:4]4[C:5]([C:19](=[O:20])[C:21]([C:27]([OH:29])=[O:28])=[CH:22][N:23]4[CH:24]4[CH2:26][CH2:25]4)=[CH:6][C:7]=3[F:18])[CH2:17][C@@H:16]12)=[O:36])([CH3:33])([CH3:32])[CH3:30]. The yield is 0.910. (5) The reactants are [Br:1][C:2]1[CH:3]=[C:4]2[C:8](=[CH:9][CH:10]=1)[N:7]([CH3:11])[C:6]([C:12](Cl)=[O:13])=[CH:5]2.[Cl-].[F:16][C:17]1[CH:22]=[CH:21][C:20]([Zn+])=[CH:19][CH:18]=1.FC1C=CC([Mg]Br)=CC=1.Cl. The catalyst is C1COCC1.[Cl-].[Cl-].[Zn+2].CN(CCN(C)C)C. The product is [Br:1][C:2]1[CH:3]=[C:4]2[C:8](=[CH:9][CH:10]=1)[N:7]([CH3:11])[C:6]([C:12]([C:20]1[CH:21]=[CH:22][C:17]([F:16])=[CH:18][CH:19]=1)=[O:13])=[CH:5]2. The yield is 0.390. (6) The reactants are [CH3:1][O:2][C:3]1[C:12]2[C:7](=[CH:8][CH:9]=[CH:10][CH:11]=2)[C:6]([O:13][CH3:14])=[C:5]([C:15]([O:17]CC)=O)[C:4]=1[CH3:20].BrN1C(=O)CCC1=O.C(OOCC1C=CC=CC=1)C1C=CC=CC=1.[NH2:45][C:46]1[CH:51]=[CH:50][C:49]([CH2:52][C:53]([OH:55])=[O:54])=[CH:48][CH:47]=1.C(N(CC)CC)C.S(S([O-])=O)([O-])(=O)=O.[Na+].[Na+]. The catalyst is C(Cl)(Cl)(Cl)Cl.C(O)(=O)C.CN(C=O)C. The product is [CH3:1][O:2][C:3]1[C:4]2[CH2:20][N:45]([C:46]3[CH:47]=[CH:48][C:49]([CH2:52][C:53]([OH:55])=[O:54])=[CH:50][CH:51]=3)[C:15](=[O:17])[C:5]=2[C:6]([O:13][CH3:14])=[C:7]2[CH:8]=[CH:9][CH:10]=[CH:11][C:12]=12. The yield is 0.150. (7) The reactants are C(N(CC)C(C)C)(C)C.[CH3:10][C:11]1[CH:20]=[CH:19][C:18]2[C:13](=[CH:14][C:15]([F:27])=[CH:16][C:17]=2[N:21]2[CH2:26][CH2:25][NH:24][CH2:23][CH2:22]2)[N:12]=1.CS(O[CH2:33][CH2:34][C:35]1[CH:40]=[CH:39][CH:38]=[C:37]([N+:41]([O-:43])=[O:42])[CH:36]=1)(=O)=O. The catalyst is CN(C)C=O. The product is [F:27][C:15]1[CH:14]=[C:13]2[C:18]([CH:19]=[CH:20][C:11]([CH3:10])=[N:12]2)=[C:17]([N:21]2[CH2:26][CH2:25][N:24]([CH2:33][CH2:34][C:35]3[CH:40]=[CH:39][CH:38]=[C:37]([N+:41]([O-:43])=[O:42])[CH:36]=3)[CH2:23][CH2:22]2)[CH:16]=1. The yield is 0.880. (8) The reactants are Cl.[CH2:2]([O:4][C:5](=[O:25])[CH:6]([NH:18][C:19]([O:21][CH2:22][CH:23]=[CH2:24])=[O:20])[CH2:7][C:8]1[O:12][N:11]=[C:10]([CH:13]2[CH2:17][CH2:16][CH2:15][NH:14]2)[CH:9]=1)[CH3:3].C(=O)([O-])[O-].[Na+].[Na+].[Cl:32][C:33]1[CH:34]=[C:35]([S:40](Cl)(=[O:42])=[O:41])[CH:36]=[C:37]([Cl:39])[CH:38]=1. The catalyst is O. The product is [CH2:2]([O:4][C:5](=[O:25])[CH:6]([NH:18][C:19]([O:21][CH2:22][CH:23]=[CH2:24])=[O:20])[CH2:7][C:8]1[O:12][N:11]=[C:10]([CH:13]2[CH2:17][CH2:16][CH2:15][N:14]2[S:40]([C:35]2[CH:34]=[C:33]([Cl:32])[CH:38]=[C:37]([Cl:39])[CH:36]=2)(=[O:42])=[O:41])[CH:9]=1)[CH3:3]. The yield is 0.370. (9) The reactants are [CH3:1][C@@H:2]1[CH2:6][N:5]([C:7]([O:9][C:10]([CH3:13])([CH3:12])[CH3:11])=[O:8])[C@H:4]([C:14]([O:16][CH2:17][C:18]([C:20]2[CH:21]=[CH:22][C:23]3[C:32]4[CH:31]=[C:30]5[CH2:33][CH2:34][CH:35](Br)[C:36](=[O:37])[C:29]5=[CH:28][C:27]=4[O:26][CH2:25][C:24]=3[CH:39]=2)=[O:19])=[O:15])[CH2:3]1.[C:40]([O:44][C:45]([N:47]1[CH2:51][C@@H:50]([CH2:52][O:53][CH3:54])[CH2:49][C@H:48]1[C:55]([OH:57])=[O:56])=[O:46])([CH3:43])([CH3:42])[CH3:41].C([O-])([O-])=O.[Cs+].[Cs+]. The catalyst is C(Cl)Cl. The product is [CH3:1][C@@H:2]1[CH2:6][N:5]([C:7]([O:9][C:10]([CH3:13])([CH3:12])[CH3:11])=[O:8])[C@H:4]([C:14]([O:16][CH2:17][C:18]([C:20]2[CH:21]=[CH:22][C:23]3[C:32]4[CH:31]=[C:30]5[CH2:33][CH2:34][CH:35]([O:57][C:55]([C@@H:48]6[CH2:49][C@H:50]([CH2:52][O:53][CH3:54])[CH2:51][N:47]6[C:45]([O:44][C:40]([CH3:43])([CH3:42])[CH3:41])=[O:46])=[O:56])[C:36](=[O:37])[C:29]5=[CH:28][C:27]=4[O:26][CH2:25][C:24]=3[CH:39]=2)=[O:19])=[O:15])[CH2:3]1. The yield is 0.710.